This data is from NCI-60 drug combinations with 297,098 pairs across 59 cell lines. The task is: Regression. Given two drug SMILES strings and cell line genomic features, predict the synergy score measuring deviation from expected non-interaction effect. (1) Drug 1: CC1C(C(CC(O1)OC2CC(CC3=C2C(=C4C(=C3O)C(=O)C5=C(C4=O)C(=CC=C5)OC)O)(C(=O)CO)O)N)O.Cl. Drug 2: CS(=O)(=O)OCCCCOS(=O)(=O)C. Cell line: 786-0. Synergy scores: CSS=3.70, Synergy_ZIP=0.904, Synergy_Bliss=5.04, Synergy_Loewe=-0.254, Synergy_HSA=-0.240. (2) Drug 1: C1=CC(=CC=C1CCCC(=O)O)N(CCCl)CCCl. Drug 2: CC1C(C(CC(O1)OC2CC(OC(C2O)C)OC3=CC4=CC5=C(C(=O)C(C(C5)C(C(=O)C(C(C)O)O)OC)OC6CC(C(C(O6)C)O)OC7CC(C(C(O7)C)O)OC8CC(C(C(O8)C)O)(C)O)C(=C4C(=C3C)O)O)O)O. Cell line: MDA-MB-231. Synergy scores: CSS=41.3, Synergy_ZIP=2.67, Synergy_Bliss=6.24, Synergy_Loewe=5.60, Synergy_HSA=5.65. (3) Drug 1: CC1CCC2CC(C(=CC=CC=CC(CC(C(=O)C(C(C(=CC(C(=O)CC(OC(=O)C3CCCCN3C(=O)C(=O)C1(O2)O)C(C)CC4CCC(C(C4)OC)O)C)C)O)OC)C)C)C)OC. Drug 2: C(CC(=O)O)C(=O)CN.Cl. Cell line: MALME-3M. Synergy scores: CSS=27.9, Synergy_ZIP=-7.49, Synergy_Bliss=-1.25, Synergy_Loewe=-20.7, Synergy_HSA=1.51. (4) Drug 1: CC1=C2C(C(=O)C3(C(CC4C(C3C(C(C2(C)C)(CC1OC(=O)C(C(C5=CC=CC=C5)NC(=O)OC(C)(C)C)O)O)OC(=O)C6=CC=CC=C6)(CO4)OC(=O)C)O)C)O. Drug 2: N.N.Cl[Pt+2]Cl. Cell line: EKVX. Synergy scores: CSS=10.2, Synergy_ZIP=-0.982, Synergy_Bliss=1.69, Synergy_Loewe=-3.80, Synergy_HSA=-3.88. (5) Drug 1: C1=CC=C(C(=C1)C(C2=CC=C(C=C2)Cl)C(Cl)Cl)Cl. Drug 2: COC1=C2C(=CC3=C1OC=C3)C=CC(=O)O2. Cell line: HCT116. Synergy scores: CSS=1.28, Synergy_ZIP=-2.47, Synergy_Bliss=-4.43, Synergy_Loewe=-2.69, Synergy_HSA=-3.24. (6) Drug 1: CC1OCC2C(O1)C(C(C(O2)OC3C4COC(=O)C4C(C5=CC6=C(C=C35)OCO6)C7=CC(=C(C(=C7)OC)O)OC)O)O. Drug 2: C1=CN(C=N1)CC(O)(P(=O)(O)O)P(=O)(O)O. Synergy scores: CSS=1.32, Synergy_ZIP=-5.68, Synergy_Bliss=-11.0, Synergy_Loewe=-9.93, Synergy_HSA=-10.1. Cell line: SK-OV-3. (7) Drug 1: C1C(C(OC1N2C=C(C(=O)NC2=O)F)CO)O. Drug 2: C1=NC2=C(N=C(N=C2N1C3C(C(C(O3)CO)O)F)Cl)N. Cell line: OVCAR-4. Synergy scores: CSS=7.36, Synergy_ZIP=0.467, Synergy_Bliss=3.52, Synergy_Loewe=-3.45, Synergy_HSA=-1.02. (8) Drug 1: CS(=O)(=O)C1=CC(=C(C=C1)C(=O)NC2=CC(=C(C=C2)Cl)C3=CC=CC=N3)Cl. Drug 2: CC(C)(C#N)C1=CC(=CC(=C1)CN2C=NC=N2)C(C)(C)C#N. Cell line: SN12C. Synergy scores: CSS=4.57, Synergy_ZIP=-1.07, Synergy_Bliss=0.673, Synergy_Loewe=-0.890, Synergy_HSA=0.536. (9) Drug 2: COC1=NC(=NC2=C1N=CN2C3C(C(C(O3)CO)O)O)N. Cell line: NCI/ADR-RES. Synergy scores: CSS=0.285, Synergy_ZIP=1.66, Synergy_Bliss=3.31, Synergy_Loewe=1.04, Synergy_HSA=-0.141. Drug 1: CNC(=O)C1=CC=CC=C1SC2=CC3=C(C=C2)C(=NN3)C=CC4=CC=CC=N4. (10) Drug 1: CC1=C2C(C(=O)C3(C(CC4C(C3C(C(C2(C)C)(CC1OC(=O)C(C(C5=CC=CC=C5)NC(=O)OC(C)(C)C)O)O)OC(=O)C6=CC=CC=C6)(CO4)OC(=O)C)O)C)O. Drug 2: CC1CCC2CC(C(=CC=CC=CC(CC(C(=O)C(C(C(=CC(C(=O)CC(OC(=O)C3CCCCN3C(=O)C(=O)C1(O2)O)C(C)CC4CCC(C(C4)OC)OCCO)C)C)O)OC)C)C)C)OC. Cell line: SK-MEL-5. Synergy scores: CSS=-0.802, Synergy_ZIP=2.10, Synergy_Bliss=7.47, Synergy_Loewe=5.87, Synergy_HSA=5.00.